This data is from Catalyst prediction with 721,799 reactions and 888 catalyst types from USPTO. The task is: Predict which catalyst facilitates the given reaction. (1) Reactant: [CH:1]1([CH:7]=[O:8])[CH2:6][CH2:5][CH2:4][CH2:3][CH2:2]1.[CH3:9][O:10][C:11](=[O:16])[CH:12](O)[CH:13]=[CH2:14].O.C1(C)C=CC(S(O)(=O)=O)=CC=1. Product: [CH3:9][O:10][C:11](=[O:16])[CH:12]=[CH:13][CH2:14][C:1]1([CH:7]=[O:8])[CH2:6][CH2:5][CH2:4][CH2:3][CH2:2]1. The catalyst class is: 11. (2) Reactant: [CH3:1][C:2]1([CH3:24])[C:6]([CH3:8])([CH3:7])[O:5][B:4]([C:9]2[CH:14]=[CH:13][CH:12]=[C:11](B3OC(C)(C)C(C)(C)O3)[CH:10]=2)[O:3]1.Br[C:26]1[CH:27]=[C:28]([C:32]2[CH:37]=[CH:36][CH:35]=[CH:34][CH:33]=2)[CH:29]=[CH:30][CH:31]=1.C([O-])([O-])=O.[Na+].[Na+].CCO. Product: [CH3:1][C:2]1([CH3:24])[C:6]([CH3:7])([CH3:8])[O:5][B:4]([C:9]2[CH:10]=[C:11]([C:34]3[CH:35]=[CH:36][CH:37]=[C:32]([C:28]4[CH:29]=[CH:30][CH:31]=[CH:26][CH:27]=4)[CH:33]=3)[CH:12]=[CH:13][CH:14]=2)[O:3]1. The catalyst class is: 206. (3) Product: [CH3:21][N:2]([CH3:1])[C:3]1[CH:8]=[C:7]([B:9]2[O:10][C:11]([CH3:16])([CH3:17])[C:12]([CH3:15])([CH3:14])[O:13]2)[CH:6]=[C:5]([NH2:18])[CH:4]=1. The catalyst class is: 78. Reactant: [CH3:1][N:2]([CH3:21])[C:3]1[CH:8]=[C:7]([B:9]2[O:13][C:12]([CH3:15])([CH3:14])[C:11]([CH3:17])([CH3:16])[O:10]2)[CH:6]=[C:5]([N+:18]([O-])=O)[CH:4]=1. (4) Reactant: C(OC([NH:8][CH:9]1[CH2:14][CH2:13][N:12]([C:15]([O:17][CH2:18][C:19]2[CH:24]=[C:23]([C:25]([F:28])([F:27])[F:26])[CH:22]=[C:21]([C:29]#[N:30])[CH:20]=2)=[O:16])[CH2:11][CH2:10]1)=O)(C)(C)C.Cl.O1CCOCC1. Product: [NH2:8][CH:9]1[CH2:10][CH2:11][N:12]([C:15]([O:17][CH2:18][C:19]2[CH:24]=[C:23]([C:25]([F:26])([F:27])[F:28])[CH:22]=[C:21]([C:29]#[N:30])[CH:20]=2)=[O:16])[CH2:13][CH2:14]1. The catalyst class is: 2.